From a dataset of Forward reaction prediction with 1.9M reactions from USPTO patents (1976-2016). Predict the product of the given reaction. (1) Given the reactants [Cl:1][C:2]1[CH:3]=[CH:4][C:5]2[N:11]([CH2:12][C:13]([CH3:17])([CH3:16])[CH2:14][OH:15])[C:10](=[O:18])[C@@H:9]([CH2:19][C:20]([NH:22][C:23]3[CH:27]=[CH:26][S:25][C:24]=3[C:28]([OH:30])=[O:29])=[O:21])[O:8][C@H:7]([C:31]3[CH:36]=[CH:35][CH:34]=[C:33]([O:37][CH3:38])[C:32]=3[O:39][CH3:40])[C:6]=2[CH:41]=1.N1C=CC=CC=1.[C:48](OCC)(=[O:50])[CH3:49].C(Cl)(=O)C, predict the reaction product. The product is: [C:48]([O:15][CH2:14][C:13]([CH3:17])([CH3:16])[CH2:12][N:11]1[C:5]2[CH:4]=[CH:3][C:2]([Cl:1])=[CH:41][C:6]=2[C@@H:7]([C:31]2[CH:36]=[CH:35][CH:34]=[C:33]([O:37][CH3:38])[C:32]=2[O:39][CH3:40])[O:8][C@H:9]([CH2:19][C:20]([NH:22][C:23]2[CH:27]=[CH:26][S:25][C:24]=2[C:28]([OH:30])=[O:29])=[O:21])[C:10]1=[O:18])(=[O:50])[CH3:49]. (2) The product is: [CH2:22]([N:29]1[CH2:35][CH2:21][CH:20]([C:14]2[CH:15]=[CH:16][CH:17]=[C:18]3[C:13]=2[N:12]=[CH:11][C:10]([S:7]([C:1]2[CH:6]=[CH:5][CH:4]=[CH:3][CH:2]=2)(=[O:8])=[O:9])=[CH:19]3)[CH2:30]1)[C:23]1[CH:28]=[CH:27][CH:26]=[CH:25][CH:24]=1. Given the reactants [C:1]1([S:7]([C:10]2[CH:11]=[N:12][C:13]3[C:18]([CH:19]=2)=[CH:17][CH:16]=[CH:15][C:14]=3[CH:20]=[CH2:21])(=[O:9])=[O:8])[CH:6]=[CH:5][CH:4]=[CH:3][CH:2]=1.[CH2:22]([N:29]([CH2:35]OC)[CH2:30][Si](C)(C)C)[C:23]1[CH:28]=[CH:27][CH:26]=[CH:25][CH:24]=1.FC(F)(F)C(O)=O, predict the reaction product. (3) Given the reactants Br.C[O:3][C:4](=[O:15])[C:5]([CH2:11][CH2:12][CH2:13][Br:14])(C)[C:6](OC)=O.[OH-].[Na+], predict the reaction product. The product is: [Br:14][CH2:13][CH2:12][CH2:11][CH:5]([CH3:6])[C:4]([OH:15])=[O:3]. (4) Given the reactants [CH2:1]([N:8]1[CH2:17][CH2:16][C:15]2[N:14]=[C:13](Cl)[CH:12]=[CH:11][C:10]=2[CH2:9]1)[C:2]1[CH:7]=[CH:6][CH:5]=[CH:4][CH:3]=1.[CH:19]([NH2:22])([CH3:21])[CH3:20].CC(C1C=C(C(C)C)C(C2C=CC=CC=2P(C2CCCCC2)C2CCCCC2)=C(C(C)C)C=1)C.CC(C)([O-])C.[Na+], predict the reaction product. The product is: [CH2:1]([N:8]1[CH2:17][CH2:16][C:15]2[N:14]=[C:13]([NH:22][CH:19]([CH3:21])[CH3:20])[CH:12]=[CH:11][C:10]=2[CH2:9]1)[C:2]1[CH:7]=[CH:6][CH:5]=[CH:4][CH:3]=1.